The task is: Regression. Given two drug SMILES strings and cell line genomic features, predict the synergy score measuring deviation from expected non-interaction effect.. This data is from NCI-60 drug combinations with 297,098 pairs across 59 cell lines. (1) Drug 1: CC1=C(C=C(C=C1)NC(=O)C2=CC=C(C=C2)CN3CCN(CC3)C)NC4=NC=CC(=N4)C5=CN=CC=C5. Drug 2: CC1CCC2CC(C(=CC=CC=CC(CC(C(=O)C(C(C(=CC(C(=O)CC(OC(=O)C3CCCCN3C(=O)C(=O)C1(O2)O)C(C)CC4CCC(C(C4)OC)OCCO)C)C)O)OC)C)C)C)OC. Cell line: MDA-MB-231. Synergy scores: CSS=-11.3, Synergy_ZIP=3.35, Synergy_Bliss=-5.92, Synergy_Loewe=-20.3, Synergy_HSA=-15.7. (2) Drug 1: C1CNP(=O)(OC1)N(CCCl)CCCl. Drug 2: CC1C(C(CC(O1)OC2CC(CC3=C2C(=C4C(=C3O)C(=O)C5=CC=CC=C5C4=O)O)(C(=O)C)O)N)O. Cell line: MDA-MB-435. Synergy scores: CSS=44.1, Synergy_ZIP=-4.19, Synergy_Bliss=-4.11, Synergy_Loewe=-71.9, Synergy_HSA=-2.57. (3) Drug 1: C1=C(C(=O)NC(=O)N1)N(CCCl)CCCl. Drug 2: C(CC(=O)O)C(=O)CN.Cl. Cell line: COLO 205. Synergy scores: CSS=35.9, Synergy_ZIP=-8.75, Synergy_Bliss=-7.48, Synergy_Loewe=-4.59, Synergy_HSA=-1.24. (4) Drug 1: C1CC(C1)(C(=O)O)C(=O)O.[NH2-].[NH2-].[Pt+2]. Drug 2: C1=CN(C=N1)CC(O)(P(=O)(O)O)P(=O)(O)O. Cell line: ACHN. Synergy scores: CSS=7.26, Synergy_ZIP=-3.74, Synergy_Bliss=-0.320, Synergy_Loewe=-5.05, Synergy_HSA=-4.18. (5) Drug 1: C1CN1C2=NC(=NC(=N2)N3CC3)N4CC4. Drug 2: C1=NC2=C(N1)C(=S)N=CN2. Cell line: COLO 205. Synergy scores: CSS=41.6, Synergy_ZIP=-8.39, Synergy_Bliss=-6.25, Synergy_Loewe=-18.0, Synergy_HSA=-1.73. (6) Drug 1: CN1C(=O)N2C=NC(=C2N=N1)C(=O)N. Drug 2: CC1=C(N=C(N=C1N)C(CC(=O)N)NCC(C(=O)N)N)C(=O)NC(C(C2=CN=CN2)OC3C(C(C(C(O3)CO)O)O)OC4C(C(C(C(O4)CO)O)OC(=O)N)O)C(=O)NC(C)C(C(C)C(=O)NC(C(C)O)C(=O)NCCC5=NC(=CS5)C6=NC(=CS6)C(=O)NCCC[S+](C)C)O. Cell line: 786-0. Synergy scores: CSS=32.3, Synergy_ZIP=-5.60, Synergy_Bliss=3.78, Synergy_Loewe=-35.8, Synergy_HSA=1.30. (7) Drug 1: CC1=C(C=C(C=C1)C(=O)NC2=CC(=CC(=C2)C(F)(F)F)N3C=C(N=C3)C)NC4=NC=CC(=N4)C5=CN=CC=C5. Drug 2: N.N.Cl[Pt+2]Cl. Cell line: SF-268. Synergy scores: CSS=47.0, Synergy_ZIP=-0.750, Synergy_Bliss=-0.831, Synergy_Loewe=-6.77, Synergy_HSA=-3.05. (8) Drug 1: C1=CC(=CC=C1CCC2=CNC3=C2C(=O)NC(=N3)N)C(=O)NC(CCC(=O)O)C(=O)O. Drug 2: CN(CCCl)CCCl.Cl. Cell line: LOX IMVI. Synergy scores: CSS=47.3, Synergy_ZIP=0.229, Synergy_Bliss=-0.0351, Synergy_Loewe=-10.6, Synergy_HSA=1.76.